From a dataset of Catalyst prediction with 721,799 reactions and 888 catalyst types from USPTO. Predict which catalyst facilitates the given reaction. (1) Reactant: [CH3:1][C@H:2]1[CH2:7][NH:6][CH2:5][CH2:4][NH:3]1.CCN(CC)CC.[CH3:15][C:16]([O:19][C:20](O[C:20]([O:19][C:16]([CH3:18])([CH3:17])[CH3:15])=[O:21])=[O:21])([CH3:18])[CH3:17].OS([O-])(=O)=O.[Na+].C([O-])([O-])=O.[Na+].[Na+]. Product: [CH3:1][C@H:2]1[NH:3][CH2:4][CH2:5][N:6]([C:20]([O:19][C:16]([CH3:18])([CH3:17])[CH3:15])=[O:21])[CH2:7]1. The catalyst class is: 34. (2) Reactant: [OH-].[Na+].FC(F)(F)C(O)=O.[CH2:10]([O:17][C:18](=[O:24])[C@@H:19]([CH:21]([CH3:23])[CH3:22])[NH2:20])[C:11]1[CH:16]=[CH:15][CH:14]=[CH:13][CH:12]=1. Product: [CH2:10]([O:17][C:18](=[O:24])[C@@H:19]([CH:21]([CH3:22])[CH3:23])[NH2:20])[C:11]1[CH:16]=[CH:15][CH:14]=[CH:13][CH:12]=1. The catalyst class is: 2. (3) Reactant: [H-].[Na+].[CH2:3]([O:5][C:6](=[O:10])[CH:7](Cl)[CH3:8])[CH3:4].[N+:11]([C:14]1[CH:19]=[CH:18][CH:17]=[CH:16][CH:15]=1)([O-])=O.[CH3:20]I. Product: [NH2:11][C:14]1[CH:19]=[CH:18][C:17]([C:7]([CH3:20])([CH3:8])[C:6]([O:5][CH2:3][CH3:4])=[O:10])=[CH:16][CH:15]=1. The catalyst class is: 3.